Predict which catalyst facilitates the given reaction. From a dataset of Catalyst prediction with 721,799 reactions and 888 catalyst types from USPTO. (1) Reactant: [C:1]12([C:14]3[CH:15]=[CH:16][CH:17]=[CH:18][C:13]=3[CH2:12][O:11]1)[CH2:6][CH2:5][CH:4]([CH2:7][N:8]=[N+]=[N-])[CH2:3][CH2:2]2. Product: [C:1]12([C:14]3[CH:15]=[CH:16][CH:17]=[CH:18][C:13]=3[CH2:12][O:11]1)[CH2:6][CH2:5][CH:4]([CH2:7][NH2:8])[CH2:3][CH2:2]2. The catalyst class is: 591. (2) Reactant: [SH:1][C:2]1[CH:3]=[C:4]([CH:10]=[CH:11][CH:12]=1)[C:5]([O:7][CH2:8][CH3:9])=[O:6].C1C(=O)N(Cl)C(=O)C1.[Cl:21][C:22]1[CH:30]=[C:29]2[C:25]([CH:26]=[CH:27][N:28]2[C:31]2[CH:32]=[N:33][N:34]([CH2:36][CH2:37][CH3:38])[CH:35]=2)=[CH:24][CH:23]=1. Product: [Cl:21][C:22]1[CH:30]=[C:29]2[C:25]([C:26]([S:1][C:2]3[CH:3]=[C:4]([CH:10]=[CH:11][CH:12]=3)[C:5]([O:7][CH2:8][CH3:9])=[O:6])=[CH:27][N:28]2[C:31]2[CH:32]=[N:33][N:34]([CH2:36][CH2:37][CH3:38])[CH:35]=2)=[CH:24][CH:23]=1. The catalyst class is: 34. (3) Product: [CH2:15]([N:22]1[CH2:26][CH2:25][C:24]([C:2]2[CH:7]=[CH:6][C:5]([F:8])=[C:4]([F:9])[CH:3]=2)([OH:27])[CH2:23]1)[C:16]1[CH:17]=[CH:18][CH:19]=[CH:20][CH:21]=1. Reactant: Br[C:2]1[CH:7]=[CH:6][C:5]([F:8])=[C:4]([F:9])[CH:3]=1.C([Li])CCC.[CH2:15]([N:22]1[CH2:26][CH2:25][C:24](=[O:27])[CH2:23]1)[C:16]1[CH:21]=[CH:20][CH:19]=[CH:18][CH:17]=1.O. The catalyst class is: 27.